The task is: Predict the reactants needed to synthesize the given product.. This data is from Full USPTO retrosynthesis dataset with 1.9M reactions from patents (1976-2016). (1) Given the product [CH3:26][N:22]1[CH2:23][CH2:24][CH2:25][N:19]([C:16]2[CH:15]=[CH:14][C:13]([N:7]3[CH2:6][CH2:5][C:4]4[C:9](=[CH:10][CH:11]=[C:2]([O:1][CH2:31][C@H:32]5[CH2:36][CH2:35][CH2:34][O:33]5)[CH:3]=4)[C:8]3=[O:12])=[CH:18][CH:17]=2)[CH2:20][CH2:21]1, predict the reactants needed to synthesize it. The reactants are: [OH:1][C:2]1[CH:3]=[C:4]2[C:9](=[CH:10][CH:11]=1)[C:8](=[O:12])[N:7]([C:13]1[CH:18]=[CH:17][C:16]([N:19]3[CH2:25][CH2:24][CH2:23][N:22]([CH3:26])[CH2:21][CH2:20]3)=[CH:15][CH:14]=1)[CH2:6][CH2:5]2.CS([CH2:31][C@H:32]1[CH2:36][CH2:35][CH2:34][O:33]1)(=O)=O. (2) Given the product [NH2:5][C:4]1[CH:6]=[C:7]([C:19]2[S:23][C:22]([C:24]3([OH:34])[CH2:33][CH2:32][C:27]4([O:31][CH2:30][CH2:29][O:28]4)[CH2:26][CH2:25]3)=[N:21][CH:20]=2)[CH:8]=[C:2]([CH3:1])[CH:3]=1, predict the reactants needed to synthesize it. The reactants are: [CH3:1][C:2]1[CH:3]=[C:4]([CH:6]=[C:7](B2OC(C)(C)C(C)(C)O2)[CH:8]=1)[NH2:5].Br[C:19]1[S:23][C:22]([C:24]2([OH:34])[CH2:33][CH2:32][C:27]3([O:31][CH2:30][CH2:29][O:28]3)[CH2:26][CH2:25]2)=[N:21][CH:20]=1.CC(C1C=C(C(C)C)C(C2C=CC=CC=2P(C2CCCCC2)C2CCCCC2)=C(C(C)C)C=1)C.C(=O)([O-])[O-].[Cs+].[Cs+]. (3) The reactants are: [CH:1]([O:4][C:5](=[O:27])[C:6]1[CH:11]=[CH:10][CH:9]=[C:8]([C:12]#[C:13][C:14]2[CH:19]=[CH:18][C:17]([CH2:20][C:21]([O:23]CC)=[O:22])=[C:16]([F:26])[CH:15]=2)[CH:7]=1)([CH3:3])[CH3:2].[OH-].[Li+]. Given the product [CH:1]([O:4][C:5](=[O:27])[C:6]1[CH:11]=[CH:10][CH:9]=[C:8]([C:12]#[C:13][C:14]2[CH:19]=[CH:18][C:17]([CH2:20][C:21]([OH:23])=[O:22])=[C:16]([F:26])[CH:15]=2)[CH:7]=1)([CH3:3])[CH3:2], predict the reactants needed to synthesize it. (4) Given the product [CH3:19][O:18][C:15]1[CH:16]=[C:17]2[C:12](=[CH:13][C:14]=1[O:20][CH3:21])[N:11]=[N:10][CH:9]=[C:8]2[C:5]1[CH:4]=[CH:3][C:2]([N:33]2[CH2:34][CH2:35][C:30]([C:25]3[CH:26]=[CH:27][CH:28]=[CH:29][N:24]=3)([OH:36])[CH2:31][CH2:32]2)=[N:7][CH:6]=1, predict the reactants needed to synthesize it. The reactants are: F[C:2]1[N:7]=[CH:6][C:5]([C:8]2[C:17]3[C:12](=[CH:13][C:14]([O:20][CH3:21])=[C:15]([O:18][CH3:19])[CH:16]=3)[N:11]=[N:10][CH:9]=2)=[CH:4][CH:3]=1.Cl.Cl.[N:24]1[CH:29]=[CH:28][CH:27]=[CH:26][C:25]=1[C:30]1([OH:36])[CH2:35][CH2:34][NH:33][CH2:32][CH2:31]1.C(=O)([O-])[O-].[K+].[K+]. (5) Given the product [F:1][C:2]([F:12])([F:13])[CH2:3][C:4]([CH3:10])([CH3:11])[C:5]([OH:7])=[O:6], predict the reactants needed to synthesize it. The reactants are: [F:1][C:2]([F:13])([F:12])[CH2:3][C:4]([CH3:11])([CH3:10])[C:5]([O:7]CC)=[O:6].[Li+].[OH-].O.